This data is from Full USPTO retrosynthesis dataset with 1.9M reactions from patents (1976-2016). The task is: Predict the reactants needed to synthesize the given product. (1) Given the product [CH3:26][O:27][C:28]1[CH:33]=[CH:32][C:31]([C:2]2[CH:7]=[CH:6][N:5]=[CH:4][C:3]=2[N:8]([CH3:25])[C:9](=[O:24])[C:10]2[CH:15]=[C:14]([C:16]([F:19])([F:18])[F:17])[CH:13]=[C:12]([C:20]([F:23])([F:22])[F:21])[CH:11]=2)=[C:30]([CH3:37])[CH:29]=1, predict the reactants needed to synthesize it. The reactants are: Br[C:2]1[CH:7]=[CH:6][N:5]=[CH:4][C:3]=1[N:8]([CH3:25])[C:9](=[O:24])[C:10]1[CH:15]=[C:14]([C:16]([F:19])([F:18])[F:17])[CH:13]=[C:12]([C:20]([F:23])([F:22])[F:21])[CH:11]=1.[CH3:26][O:27][C:28]1[CH:33]=[CH:32][C:31](B(O)O)=[C:30]([CH3:37])[CH:29]=1. (2) Given the product [CH3:19][N:13]1[CH2:14][CH2:15][N:6]2[C:5](=[O:16])[C:4]3[C:8]([CH:7]2[CH2:12]1)=[CH:9][CH:10]=[CH:11][C:3]=3[C:2]([F:17])([F:1])[F:18], predict the reactants needed to synthesize it. The reactants are: [F:1][C:2]([F:18])([F:17])[C:3]1[CH:11]=[CH:10][CH:9]=[C:8]2[C:4]=1[C:5](=[O:16])[N:6]1[CH2:15][CH2:14][NH:13][CH2:12][CH:7]12.[CH:19](O)=O.C=O. (3) Given the product [ClH:31].[CH3:1][O:2][C:3]1[C:11]([O:12][C@@H:13]2[CH2:18][CH2:17][CH2:16][C@H:15]([N:23]([CH3:22])[CH3:26])[CH2:14]2)=[CH:10][CH:9]=[C:8]2[C:4]=1[CH:5]=[N:6][NH:7]2, predict the reactants needed to synthesize it. The reactants are: [CH3:1][O:2][C:3]1[C:11]([O:12][C@@H:13]2[CH2:18][CH2:17][CH2:16][C@H:15](N)[CH2:14]2)=[CH:10][CH:9]=[C:8]2[C:4]=1[CH:5]=[N:6][NH:7]2.C=O.[C:22]([BH3-])#[N:23].[Na+].[C:26](O)(=O)C.C(Cl)(Cl)[Cl:31]. (4) Given the product [CH3:47][O:46][C:43]1[CH:44]=[CH:45][C:40]([CH2:39][N:8]([CH2:7][C:6]2[CH:5]=[CH:4][C:3]([O:2][CH3:1])=[CH:49][CH:48]=2)[C:9]2[N:14]=[CH:13][C:12]([C:15]3[C:16]4[CH2:29][CH2:28][N:27]([C:30]5[CH:31]=[C:32]([CH:36]=[CH:37][CH:38]=5)[C:33]([NH:103][CH2:102][CH2:101][N:100]([CH3:104])[CH3:99])=[O:34])[C:17]=4[N:18]=[C:19]([N:21]4[CH2:22][CH2:23][O:24][CH2:25][CH2:26]4)[N:20]=3)=[CH:11][N:10]=2)=[CH:41][CH:42]=1, predict the reactants needed to synthesize it. The reactants are: [CH3:1][O:2][C:3]1[CH:49]=[CH:48][C:6]([CH2:7][N:8]([CH2:39][C:40]2[CH:45]=[CH:44][C:43]([O:46][CH3:47])=[CH:42][CH:41]=2)[C:9]2[N:14]=[CH:13][C:12]([C:15]3[C:16]4[CH2:29][CH2:28][N:27]([C:30]5[CH:31]=[C:32]([CH:36]=[CH:37][CH:38]=5)[C:33](O)=[O:34])[C:17]=4[N:18]=[C:19]([N:21]4[CH2:26][CH2:25][O:24][CH2:23][CH2:22]4)[N:20]=3)=[CH:11][N:10]=2)=[CH:5][CH:4]=1.COC1C=CC(CN(CC2C=CC(OC)=CC=2)C2N=CC(C3C4CCN(C5C=CC(C(O)=O)=CC=5)C=4N=C(N4CCOCC4)N=3)=CN=2)=CC=1.[CH3:99][N:100]([CH3:104])[CH2:101][CH2:102][NH2:103]. (5) Given the product [CH3:1][S:2]([O:5][C@@H:6]1[CH2:7][CH2:20][CH2:9][C@H:10]1[O:11][C:12]1[CH:13]=[CH:14][C:15]([Br:18])=[CH:16][CH:17]=1)(=[O:3])=[O:4], predict the reactants needed to synthesize it. The reactants are: [CH3:1][S:2]([O:5][C@H:6]1[C@H:10]([O:11][C:12]2[CH:17]=[CH:16][C:15]([Br:18])=[CH:14][CH:13]=2)[CH2:9]O[CH2:7]1)(=[O:4])=[O:3].Br[C:20]1C=CC(O[C@@H]2CCC[C@H]2O)=CC=1. (6) Given the product [Br:1][C:2]1[CH:14]=[CH:13][C:12]2[C:11]3[C:6](=[CH:7][C:8]([Br:15])=[CH:9][CH:10]=3)[C:5]([CH2:10][CH2:11][CH2:12][CH2:4][CH2:3][CH2:2][Br:1])([CH2:17][CH2:18][CH2:19][CH2:20][CH2:21][CH2:22][Br:23])[C:4]=2[CH:3]=1, predict the reactants needed to synthesize it. The reactants are: [Br:1][C:2]1[CH:14]=[CH:13][C:12]2[C:11]3[C:6](=[CH:7][C:8]([Br:15])=[CH:9][CH:10]=3)[CH2:5][C:4]=2[CH:3]=1.Br[CH2:17][CH2:18][CH2:19][CH2:20][CH2:21][CH2:22][Br:23].[OH-].[K+]. (7) Given the product [CH3:37][NH:36][C:33]1[CH:32]=[CH:31][C:30]([CH2:29][CH2:28][CH2:27][CH2:26][O:25][CH2:24][CH2:23][CH2:22][CH2:21][CH2:20][CH2:19][OH:18])=[CH:35][CH:34]=1, predict the reactants needed to synthesize it. The reactants are: CNC1C=CC(C#CCCCO)=CC=1.C([O:18][CH2:19][CH2:20][CH2:21][CH2:22][CH2:23][CH2:24][O:25][CH2:26][CH2:27][CH2:28][CH2:29][C:30]1[CH:35]=[CH:34][C:33]([N:36](C)[C:37](=O)C(F)(F)F)=[CH:32][CH:31]=1)(=O)C. (8) Given the product [Si:1]([O:8][CH:9]1[C:13]2=[CH:14][C:15]3[CH:16]=[C:17]([C:21]4[N:25]([CH2:26][C:27]5[CH:32]=[CH:31][C:30]([O:33][CH3:34])=[CH:29][C:28]=5[O:35][CH3:36])[C:45](=[O:47])[C:40]([C:41]([O:43][CH3:44])=[O:42])=[CH:39][C:22]=4[CH2:23][CH3:24])[CH:18]=[CH:19][C:20]=3[N:12]2[CH2:11][CH2:10]1)([C:4]([CH3:5])([CH3:6])[CH3:7])([CH3:2])[CH3:3], predict the reactants needed to synthesize it. The reactants are: [Si:1]([O:8][CH:9]1[C:13]2=[CH:14][C:15]3[CH:16]=[C:17]([C:21](=[N:25][CH2:26][C:27]4[CH:32]=[CH:31][C:30]([O:33][CH3:34])=[CH:29][C:28]=4[O:35][CH3:36])[CH2:22][CH2:23][CH3:24])[CH:18]=[CH:19][C:20]=3[N:12]2[CH2:11][CH2:10]1)([C:4]([CH3:7])([CH3:6])[CH3:5])([CH3:3])[CH3:2].CO[CH:39]=[C:40]([C:45]([O:47]C)=O)[C:41]([O:43][CH3:44])=[O:42]. (9) Given the product [CH:5]([O:8][C:9]([N:11]1[C:20]2[C:15](=[N:16][C:17]([C:21]([F:24])([F:23])[F:22])=[CH:18][CH:19]=2)[C@@H:14]([N:25]([CH2:31][C:32]2[CH:37]=[C:36]([C:38]([F:39])([F:40])[F:41])[CH:35]=[C:34]([C:42]([F:43])([F:44])[F:45])[CH:33]=2)[C:26]2[N:27]=[N:28][N:29]([CH2:2][CH2:3][OH:4])[N:30]=2)[CH2:13][C@@H:12]1[CH2:46][CH3:47])=[O:10])([CH3:7])[CH3:6], predict the reactants needed to synthesize it. The reactants are: Br[CH2:2][CH2:3][OH:4].[CH:5]([O:8][C:9]([N:11]1[C:20]2[C:15](=[N:16][C:17]([C:21]([F:24])([F:23])[F:22])=[CH:18][CH:19]=2)[C@H:14]([N:25]([CH2:31][C:32]2[CH:37]=[C:36]([C:38]([F:41])([F:40])[F:39])[CH:35]=[C:34]([C:42]([F:45])([F:44])[F:43])[CH:33]=2)[C:26]2[N:27]=[N:28][NH:29][N:30]=2)[CH2:13][C@@H:12]1[CH2:46][CH3:47])=[O:10])([CH3:7])[CH3:6].C(=O)([O-])[O-].[Cs+].[Cs+].O.